Dataset: Forward reaction prediction with 1.9M reactions from USPTO patents (1976-2016). Task: Predict the product of the given reaction. (1) Given the reactants Br[C:2]1[CH:3]=[N:4][C:5]2[C:10]([CH:11]=1)=[CH:9][CH:8]=[CH:7][CH:6]=2.CNCCNC.[I-:18].[Na+].O, predict the reaction product. The product is: [I:18][C:2]1[CH:3]=[N:4][C:5]2[C:10]([CH:11]=1)=[CH:9][CH:8]=[CH:7][CH:6]=2. (2) Given the reactants Cl[C:2]1[N:7]=[CH:6][N:5]=[C:4]([N:8]2[CH2:11][C:10]([CH3:13])([OH:12])[CH2:9]2)[CH:3]=1.[Li+].[CH3:15][Si]([N-][Si](C)(C)C)(C)C.C1(C2C=CC=CC=2)C=CC=CC=1P(C1CCCCCC1)C1CCCCC1, predict the reaction product. The product is: [NH2:5][C:6]1[CH:15]=[C:4]([N:8]2[CH2:11][C:10]([CH3:13])([OH:12])[CH2:9]2)[CH:3]=[CH:2][N:7]=1. (3) Given the reactants [CH3:1][O:2][C:3](=[O:13])[C:4]1[CH:9]=[C:8]([CH3:10])[C:7]([NH2:11])=[C:6]([NH2:12])[CH:5]=1.CO[C:16](=[NH:21])[C:17]([Cl:20])([Cl:19])[Cl:18], predict the reaction product. The product is: [CH3:1][O:2][C:3]([C:4]1[CH:9]=[C:8]([CH3:10])[C:7]2[NH:11][C:16]([C:17]([Cl:20])([Cl:19])[Cl:18])=[N:12][C:6]=2[CH:5]=1)=[O:13].[CH3:1][O:2][C:3]([C:4]1[CH:9]=[C:8]([CH3:10])[C:7]2[NH:11][C:16]([C:17]([Cl:18])([Cl:19])[Cl:20])=[N:21][C:6]=2[CH:5]=1)=[O:13]. (4) The product is: [Cl:1][C:2]1[CH:3]=[C:4]2[C:8](=[CH:9][CH:10]=1)[NH:7][CH:6]=[C:5]2[CH2:11][CH2:12][NH:13][C:14](=[O:23])[C:15]1[CH:20]=[CH:19][C:18]([CH2:21][N:24]2[CH2:29][CH2:28][CH2:27][CH2:26][CH2:25]2)=[CH:17][CH:16]=1. Given the reactants [Cl:1][C:2]1[CH:3]=[C:4]2[C:8](=[CH:9][CH:10]=1)[NH:7][CH:6]=[C:5]2[CH2:11][CH2:12][NH:13][C:14](=[O:23])[C:15]1[CH:20]=[CH:19][C:18]([CH2:21]Cl)=[CH:17][CH:16]=1.[NH:24]1[CH2:29][CH2:28][CH2:27][CH2:26][CH2:25]1.[I-].[Na+], predict the reaction product.